From a dataset of Acute oral toxicity (LD50) regression data from Zhu et al.. Regression/Classification. Given a drug SMILES string, predict its toxicity properties. Task type varies by dataset: regression for continuous values (e.g., LD50, hERG inhibition percentage) or binary classification for toxic/non-toxic outcomes (e.g., AMES mutagenicity, cardiotoxicity, hepatotoxicity). Dataset: ld50_zhu. (1) The drug is Cc1c(Cl)c(Br)c(Cl)c2[nH]c(C(F)(F)F)nc12. The rat oral LD50 is 4.28, given as -log10 of the dose in mol/kg body weight (higher means more acutely toxic). (2) The compound is COc1ccc2[nH]c(S(=O)Cc3ncc(C)c(OC)c3C)nc2c1. The rat oral LD50 is 2.19, given as -log10 of the dose in mol/kg body weight (higher means more acutely toxic). (3) The molecule is Nc1nc(N)c2nc(-c3ccccc3)c(N)nc2n1. The rat oral LD50 is 2.80, given as -log10 of the dose in mol/kg body weight (higher means more acutely toxic). (4) The compound is CC(C)(OOC(C)(C)c1ccccc1)c1ccccc1. The rat oral LD50 is 1.82, given as -log10 of the dose in mol/kg body weight (higher means more acutely toxic). (5) The compound is O=C(CF)OCCOC(=O)CF. The rat oral LD50 is 4.92, given as -log10 of the dose in mol/kg body weight (higher means more acutely toxic). (6) The compound is COc1c(C(C)(C)C)cc([N+](=O)[O-])c(C)c1[N+](=O)[O-]. The rat oral LD50 is 2.90, given as -log10 of the dose in mol/kg body weight (higher means more acutely toxic). (7) The molecule is N#CC(C#N)=C1SCS1. The rat oral LD50 is 3.31, given as -log10 of the dose in mol/kg body weight (higher means more acutely toxic). (8) The drug is O=P(OCC(Cl)CCl)(OCC(Cl)CCl)OCC(Cl)CCl. The rat oral LD50 is 2.18, given as -log10 of the dose in mol/kg body weight (higher means more acutely toxic). (9) The molecule is CCC(C)c1cc([N+](=O)[O-])cc([N+](=O)[O-])c1O. The rat oral LD50 is 3.98, given as -log10 of the dose in mol/kg body weight (higher means more acutely toxic). (10) The molecule is ClCC=C(Cl)C(Cl)Cl. The rat oral LD50 is 2.66, given as -log10 of the dose in mol/kg body weight (higher means more acutely toxic).